Predict the reaction yield, written as a fraction of the theoretical maximum amount of product (1.0 means a 100% yield; for example, 0.34 means a 34% yield). From a dataset of Reaction yield outcomes from USPTO patents with 853,638 reactions. The yield is 0.870. The reactants are C[O:2]/[CH:3]=[CH:4]/[CH:5]1[CH2:9][C:8]2[CH:10]=[C:11]([C:14]3[CH:21]=[CH:20][C:17]([C:18]#[N:19])=[CH:16][CH:15]=3)[CH:12]=[CH:13][C:7]=2[O:6]1.O.C1(C)C=CC(S(O)(=O)=O)=CC=1. The product is [O:2]=[CH:3][CH2:4][CH:5]1[CH2:9][C:8]2[CH:10]=[C:11]([C:14]3[CH:21]=[CH:20][C:17]([C:18]#[N:19])=[CH:16][CH:15]=3)[CH:12]=[CH:13][C:7]=2[O:6]1. The catalyst is CC(C)=O.C(Cl)Cl.